This data is from Full USPTO retrosynthesis dataset with 1.9M reactions from patents (1976-2016). The task is: Predict the reactants needed to synthesize the given product. (1) Given the product [CH2:1]([NH:8][N:9]1[CH2:13][C:12](=[O:14])[N:11]([CH2:15][CH2:16][CH2:17][CH2:18][N:43]2[CH2:42][CH2:41][N:40]([C:38]([O:37][CH2:30][C:31]3[CH:36]=[CH:35][CH:34]=[CH:33][CH:32]=3)=[O:39])[CH2:45][CH2:44]2)[C:10]1=[O:20])[C:2]1[CH:7]=[CH:6][CH:5]=[CH:4][CH:3]=1, predict the reactants needed to synthesize it. The reactants are: [CH2:1]([NH:8][N:9]1[CH2:13][C:12](=[O:14])[N:11]([CH2:15][CH2:16][CH2:17][CH2:18]I)[C:10]1=[O:20])[C:2]1[CH:7]=[CH:6][CH:5]=[CH:4][CH:3]=1.C(N(C(C)C)CC)(C)C.[CH2:30]([O:37][C:38]([N:40]1[CH2:45][CH2:44][NH:43][CH2:42][CH2:41]1)=[O:39])[C:31]1[CH:36]=[CH:35][CH:34]=[CH:33][CH:32]=1.O. (2) The reactants are: [Br:1][C:2]1[CH:7]=[CH:6][C:5]([CH:8]2[CH2:13][CH2:12][NH:11][CH2:10][CH2:9]2)=[CH:4][CH:3]=1.[C:14](O[C:14]([O:16][C:17]([CH3:20])([CH3:19])[CH3:18])=[O:15])([O:16][C:17]([CH3:20])([CH3:19])[CH3:18])=[O:15]. Given the product [C:17]([O:16][C:14]([N:11]1[CH2:10][CH2:9][CH:8]([C:5]2[CH:6]=[CH:7][C:2]([Br:1])=[CH:3][CH:4]=2)[CH2:13][CH2:12]1)=[O:15])([CH3:20])([CH3:19])[CH3:18], predict the reactants needed to synthesize it.